This data is from Peptide-MHC class I binding affinity with 185,985 pairs from IEDB/IMGT. The task is: Regression. Given a peptide amino acid sequence and an MHC pseudo amino acid sequence, predict their binding affinity value. This is MHC class I binding data. (1) The peptide sequence is MQQAYQCIV. The MHC is HLA-A02:01 with pseudo-sequence HLA-A02:01. The binding affinity (normalized) is 0.587. (2) The peptide sequence is LTAGLDFAY. The MHC is HLA-A01:01 with pseudo-sequence HLA-A01:01. The binding affinity (normalized) is 0.699. (3) The peptide sequence is KTAVQMAVF. The MHC is HLA-A03:01 with pseudo-sequence HLA-A03:01. The binding affinity (normalized) is 0.235. (4) The peptide sequence is CKSRNTTPM. The MHC is HLA-B15:01 with pseudo-sequence HLA-B15:01. The binding affinity (normalized) is 0. (5) The peptide sequence is GMDPRMCSL. The MHC is BoLA-HD6 with pseudo-sequence BoLA-HD6. The binding affinity (normalized) is 0.0641.